This data is from Full USPTO retrosynthesis dataset with 1.9M reactions from patents (1976-2016). The task is: Predict the reactants needed to synthesize the given product. (1) Given the product [Cl:1][C:2]1[C:3]([NH:22][C@@H:23]2[C@@H:28]3[CH2:29][C@@H:25]([CH:26]=[CH:27]3)[C@@H:24]2[C:30]([NH2:32])=[O:31])=[C:4]2[N:10]=[C:9]([C:11]3[CH:12]=[N:13][N:14]([CH:16]4[CH2:21][CH2:20][N:19]([CH2:33][C@H:34]([OH:36])[CH3:35])[CH2:18][CH2:17]4)[CH:15]=3)[NH:8][C:5]2=[N:6][CH:7]=1, predict the reactants needed to synthesize it. The reactants are: [Cl:1][C:2]1[C:3]([NH:22][C@@H:23]2[C@@H:28]3[CH2:29][C@@H:25]([CH:26]=[CH:27]3)[C@@H:24]2[C:30]([NH2:32])=[O:31])=[C:4]2[N:10]=[C:9]([C:11]3[CH:12]=[N:13][N:14]([CH:16]4[CH2:21][CH2:20][NH:19][CH2:18][CH2:17]4)[CH:15]=3)[NH:8][C:5]2=[N:6][CH:7]=1.[CH2:33]1[O:36][C@@H:34]1[CH3:35].C(=O)([O-])[O-]. (2) Given the product [F:14][C:8]1[CH:9]=[CH:10][CH:11]=[C:12]([F:13])[C:7]=1[C:5]1[O:6][C:2]([NH:32][C:29]2[CH:30]=[CH:31][C:26]([O:25][CH3:24])=[CH:27][CH:28]=2)=[C:3]([C:15]([NH2:17])=[O:16])[N:4]=1, predict the reactants needed to synthesize it. The reactants are: Br[C:2]1[O:6][C:5]([C:7]2[C:12]([F:13])=[CH:11][CH:10]=[CH:9][C:8]=2[F:14])=[N:4][C:3]=1[C:15]([NH2:17])=[O:16].CC(C)([O-])C.[Na+].[CH3:24][O:25][C:26]1[CH:31]=[CH:30][C:29]([NH2:32])=[CH:28][CH:27]=1. (3) Given the product [Br:1][C:2]1[CH:3]=[C:4]2[C:9](=[C:10]([P:17](=[O:21])([O:18][CH2:19][CH3:20])[O:16][CH2:14][CH3:15])[CH:11]=1)[N:8]=[C:7]([CH3:13])[CH:6]=[CH:5]2.[Br:12][C:10]1[CH:11]=[C:2]([P:17](=[O:21])([O:18][CH2:19][CH3:20])[O:16][CH2:14][CH3:15])[CH:3]=[C:4]2[C:9]=1[N:8]=[C:7]([CH3:13])[CH:6]=[CH:5]2, predict the reactants needed to synthesize it. The reactants are: [Br:1][C:2]1[CH:3]=[C:4]2[C:9](=[C:10]([Br:12])[CH:11]=1)[N:8]=[C:7]([CH3:13])[CH:6]=[CH:5]2.[CH2:14]([O:16][P:17]([O-:21])[O:18][CH2:19][CH3:20])[CH3:15].CCN(CC)CC.C1C=CC(P(C2C=CC=CC=2)C2C=CC=CC=2)=CC=1. (4) The reactants are: Br[C:2]1[C:10]2[NH:9][CH:8]=[N:7][C:6]=2[CH:5]=[C:4]([NH2:11])[CH:3]=1.[CH3:12]N(C=O)C.C[Sn](C)(C)C. Given the product [CH3:12][C:2]1[C:10]2[NH:9][CH:8]=[N:7][C:6]=2[CH:5]=[C:4]([NH2:11])[CH:3]=1, predict the reactants needed to synthesize it. (5) Given the product [CH3:1][C:2]1[C:14]2[NH:13][C:12]3[C:7](=[CH:8][CH:9]=[C:10]([O:15][CH2:23][C:24]4[CH:29]=[CH:28][CH:27]=[CH:26][CH:25]=4)[CH:11]=3)[C:6]=2[CH:5]=[CH:4][N:3]=1, predict the reactants needed to synthesize it. The reactants are: [CH3:1][C:2]1[C:14]2[NH:13][C:12]3[C:7](=[CH:8][CH:9]=[C:10]([OH:15])[CH:11]=3)[C:6]=2[CH:5]=[CH:4][N:3]=1.C(=O)([O-])[O-].[Cs+].[Cs+].Br[CH2:23][C:24]1[CH:29]=[CH:28][CH:27]=[CH:26][CH:25]=1. (6) Given the product [CH3:1][S:2]([NH:34][CH:10]([CH2:11][C:12]1[C:20]2[C:15](=[CH:16][CH:17]=[CH:18][CH:19]=2)[N:14]([C:21]2[CH:22]=[CH:23][C:24]([O:27][C:28]3[CH:33]=[CH:32][CH:31]=[CH:30][CH:29]=3)=[CH:25][CH:26]=2)[CH:13]=1)[C:9]([NH2:38])=[O:8])(=[O:4])=[O:3], predict the reactants needed to synthesize it. The reactants are: [CH3:1][S:2](Cl)(=[O:4])=[O:3].C([O:8][C:9](=O)[CH:10]([NH2:34])[CH2:11][C:12]1[C:20]2[C:15](=[CH:16][CH:17]=[CH:18][CH:19]=2)[N:14]([C:21]2[CH:26]=[CH:25][C:24]([O:27][C:28]3[CH:33]=[CH:32][CH:31]=[CH:30][CH:29]=3)=[CH:23][CH:22]=2)[CH:13]=1)C.C([N:38](CC)CC)C.